Dataset: Forward reaction prediction with 1.9M reactions from USPTO patents (1976-2016). Task: Predict the product of the given reaction. (1) Given the reactants [CH2:1]([NH:8][C:9]1[CH:17]=[CH:16][C:12]([C:13]([OH:15])=O)=[CH:11][CH:10]=1)[C:2]1[CH:7]=[CH:6][CH:5]=[CH:4][CH:3]=1.[NH:18]1[CH2:23][CH2:22][CH2:21][CH2:20][CH2:19]1.Cl.C(N=C=NCCCN(C)C)C.O.OC1C2N=NNC=2C=CC=1.C(N(CC)CC)C, predict the reaction product. The product is: [CH2:1]([NH:8][C:9]1[CH:10]=[CH:11][C:12]([C:13]([N:18]2[CH2:23][CH2:22][CH2:21][CH2:20][CH2:19]2)=[O:15])=[CH:16][CH:17]=1)[C:2]1[CH:3]=[CH:4][CH:5]=[CH:6][CH:7]=1. (2) The product is: [F:23][C:22]([F:25])([F:24])[C:20]([NH:13][C:12]1[CH:14]=[CH:15][CH:16]=[CH:17][C:11]=1[C:10]#[C:9][C:5]1[CH:6]=[CH:7][CH:8]=[C:3]([C:2]([F:18])([F:19])[F:1])[CH:4]=1)=[O:21]. Given the reactants [F:1][C:2]([F:19])([F:18])[C:3]1[CH:4]=[C:5]([C:9]#[C:10][C:11]2[CH:17]=[CH:16][CH:15]=[CH:14][C:12]=2[NH2:13])[CH:6]=[CH:7][CH:8]=1.[C:20](O[C:20]([C:22]([F:25])([F:24])[F:23])=[O:21])([C:22]([F:25])([F:24])[F:23])=[O:21].C([O-])(O)=O.[Na+], predict the reaction product. (3) Given the reactants [F:1][C:2]1[CH:20]=[CH:19][C:18]([F:21])=[CH:17][C:3]=1[CH2:4][N:5]1[C:10](=[O:11])[CH2:9][NH:8][C:7]2[N:12]=[CH:13][C:14](I)=[CH:15][C:6]1=2.[CH2:22]([O:24][C:25]([C:27]1[CH:32]=[CH:31][C:30](B(O)O)=[CH:29][CH:28]=1)=[O:26])[CH3:23], predict the reaction product. The product is: [CH2:22]([O:24][C:25](=[O:26])[C:27]1[CH:32]=[CH:31][C:30]([C:14]2[CH:13]=[N:12][C:7]3[NH:8][CH2:9][C:10](=[O:11])[N:5]([CH2:4][C:3]4[CH:17]=[C:18]([F:21])[CH:19]=[CH:20][C:2]=4[F:1])[C:6]=3[CH:15]=2)=[CH:29][CH:28]=1)[CH3:23]. (4) Given the reactants [N+:1]([C:4]1[CH:12]=[C:11]2[C:7]([C:8]([C:13]3[CH:18]4[CH2:19][CH2:20][N:15]([CH2:16][CH2:17]4)[CH:14]=3)=[CH:9][NH:10]2)=[CH:6][CH:5]=1)([O-])=O.O.NN, predict the reaction product. The product is: [N:15]12[CH2:16][CH2:17][CH:18]([CH2:19][CH2:20]1)[C:13]([C:8]1[C:7]3[C:11](=[CH:12][C:4]([NH2:1])=[CH:5][CH:6]=3)[NH:10][CH:9]=1)=[CH:14]2. (5) Given the reactants [CH2:1]([O:8][C:9]1[CH:15]=[CH:14][C:13](Br)=[CH:12][C:10]=1[NH2:11])[C:2]1[CH:7]=[CH:6][CH:5]=[CH:4][CH:3]=1.[CH3:17][C:18]1([CH3:34])[C:22]([CH3:24])([CH3:23])[O:21][B:20]([B:20]2[O:21][C:22]([CH3:24])([CH3:23])[C:18]([CH3:34])([CH3:17])[O:19]2)[O:19]1.C([O-])(=O)C.[K+], predict the reaction product. The product is: [CH2:1]([O:8][C:9]1[CH:15]=[CH:14][C:13]([B:20]2[O:21][C:22]([CH3:24])([CH3:23])[C:18]([CH3:34])([CH3:17])[O:19]2)=[CH:12][C:10]=1[NH2:11])[C:2]1[CH:7]=[CH:6][CH:5]=[CH:4][CH:3]=1. (6) Given the reactants [NH2:1][C:2]1[CH:3]=[CH:4][C:5]([Cl:12])=[C:6]([CH:11]=1)[C:7]([O:9][CH3:10])=[O:8].C(N(CC)CC)C.[F:20][C:21]1[CH:22]=[C:23]([CH:27]=[C:28]([C:30]([F:33])([F:32])[F:31])[CH:29]=1)[C:24](Cl)=[O:25], predict the reaction product. The product is: [Cl:12][C:5]1[CH:4]=[CH:3][C:2]([NH:1][C:24](=[O:25])[C:23]2[CH:27]=[C:28]([C:30]([F:31])([F:32])[F:33])[CH:29]=[C:21]([F:20])[CH:22]=2)=[CH:11][C:6]=1[C:7]([O:9][CH3:10])=[O:8]. (7) The product is: [NH3:1].[NH:28]1[CH2:29][CH2:30][CH:25]([C:22]2[CH:23]=[CH:24][C:19]([NH:18][C:10]3[N:9]=[C:8]([CH2:7][CH2:6][C:5]4[CH:43]=[CH:44][CH:45]=[CH:46][C:4]=4[CH2:3][C:2]([NH2:1])=[O:47])[C:13]([C:14]([F:16])([F:17])[F:15])=[CH:12][N:11]=3)=[C:20]([O:38][C:39]([F:41])([F:40])[F:42])[CH:21]=2)[CH2:26][CH2:27]1. Given the reactants [NH2:1][C:2](=[O:47])[CH2:3][C:4]1[CH:46]=[CH:45][CH:44]=[CH:43][C:5]=1[CH2:6][CH2:7][C:8]1[C:13]([C:14]([F:17])([F:16])[F:15])=[CH:12][N:11]=[C:10]([NH:18][C:19]2[CH:24]=[CH:23][C:22]([CH:25]3[CH2:30][CH2:29][N:28](C(OC(C)(C)C)=O)[CH2:27][CH2:26]3)=[CH:21][C:20]=2[O:38][C:39]([F:42])([F:41])[F:40])[N:9]=1.FC(F)(F)C(O)=O, predict the reaction product.